From a dataset of Reaction yield outcomes from USPTO patents with 853,638 reactions. Predict the reaction yield, written as a fraction of the theoretical maximum amount of product (1.0 means a 100% yield; for example, 0.34 means a 34% yield). (1) The reactants are [Li+].[OH-].[CH2:3]([N:10]1[CH:15]=[CH:14][N:13]=[C:12]([C:16]([O:18]C)=[O:17])[C:11]1=[O:20])[C:4]1[CH:9]=[CH:8][CH:7]=[CH:6][CH:5]=1.Cl.O. The catalyst is C1COCC1.CO. The product is [CH2:3]([N:10]1[CH:15]=[CH:14][N:13]=[C:12]([C:16]([OH:18])=[O:17])[C:11]1=[O:20])[C:4]1[CH:5]=[CH:6][CH:7]=[CH:8][CH:9]=1. The yield is 0.820. (2) The yield is 0.560. The product is [CH3:34][N:4]1[CH2:3][CH2:2][N:1]([C:7]([C:9]2([C:15]3[CH:16]=[CH:17][C:18]([O:19][CH2:20][CH2:21][CH2:22][N:23]4[CH2:29][CH2:28][CH2:27][O:26][CH2:25][CH2:24]4)=[CH:30][CH:31]=3)[CH2:10][CH2:11][O:12][CH2:13][CH2:14]2)=[O:8])[CH2:6][CH2:5]1. The reactants are [N:1]1([C:7]([C:9]2([C:15]3[CH:31]=[CH:30][C:18]([O:19][CH2:20][CH2:21][CH2:22][N:23]4[CH2:29][CH2:28][CH2:27][O:26][CH2:25][CH2:24]4)=[CH:17][CH:16]=3)[CH2:14][CH2:13][O:12][CH2:11][CH2:10]2)=[O:8])[CH2:6][CH2:5][NH:4][CH2:3][CH2:2]1.C=O.[C:34](O)(=O)C. The catalyst is C(Cl)Cl. (3) The catalyst is CN(C)C1C=CN=CC=1.CN(C)C(=O)C. The yield is 0.590. The reactants are [CH2:1]([NH:8][C:9]1[CH:14]=[C:13]([C:15]2[S:19][C:18]([NH2:20])=[N:17][C:16]=2[C:21]2[CH:26]=[CH:25][CH:24]=[C:23]([CH3:27])[CH:22]=2)[CH:12]=[CH:11][N:10]=1)[C:2]1[CH:7]=[CH:6][CH:5]=[CH:4][CH:3]=1.Cl.[C:29](Cl)(=[O:36])[C:30]1[CH:35]=[CH:34][CH:33]=[N:32][CH:31]=1.C(=O)([O-])O.[Na+]. The product is [CH2:1]([NH:8][C:9]1[CH:14]=[C:13]([C:15]2[S:19][C:18]([NH:20][C:29](=[O:36])[C:30]3[CH:35]=[CH:34][CH:33]=[N:32][CH:31]=3)=[N:17][C:16]=2[C:21]2[CH:26]=[CH:25][CH:24]=[C:23]([CH3:27])[CH:22]=2)[CH:12]=[CH:11][N:10]=1)[C:2]1[CH:3]=[CH:4][CH:5]=[CH:6][CH:7]=1. (4) The reactants are C[Sn](C)(C)[C:3]1[CH:4]=[CH:5][C:6]([C:9]([OH:12])([CH3:11])[CH3:10])=[N:7][CH:8]=1.Br[C:16]1[N:21]=[C:20]2[N:22]([C@H:27]3[CH2:32][CH2:31][C@H:30]([O:33][CH3:34])[CH2:29][CH2:28]3)[C:23](=[O:26])[CH2:24][NH:25][C:19]2=[N:18][CH:17]=1. The catalyst is CN(C)C=O. The product is [OH:12][C:9]([C:6]1[N:7]=[CH:8][C:3]([C:16]2[N:21]=[C:20]3[N:22]([C@H:27]4[CH2:32][CH2:31][C@H:30]([O:33][CH3:34])[CH2:29][CH2:28]4)[C:23](=[O:26])[CH2:24][NH:25][C:19]3=[N:18][CH:17]=2)=[CH:4][CH:5]=1)([CH3:11])[CH3:10]. The yield is 0.420.